Dataset: Experimentally validated miRNA-target interactions with 360,000+ pairs, plus equal number of negative samples. Task: Binary Classification. Given a miRNA mature sequence and a target amino acid sequence, predict their likelihood of interaction. The miRNA is hsa-miR-202-5p with sequence UUCCUAUGCAUAUACUUCUUUG. The protein sequence of the target gene is MAQFYYKRNVNAPYRDRIPLRIVRAESELSPSEKAYLNAVEKGDYASVKKSLEEAEIYFKININCIDPLGRTALLIAIENENLELIELLLSFNVYVGDALLHAIRKEVVGAVELLLNHKKPSGEKQVPPILLDKQFSEFTPDITPIILAAHTNNYEIIKLLVQKGVSVPRPHEVRCNCVECVSSSDVDSLRHSRSRLNIYKALASPSLIALSSEDPFLTAFQLSWELQELSKVENEFKSEYEELSRQCKQFAKDLLDQTRSSRELEIILNYRDDNSLIEEQSGNDLARLKLAIKYRQKEF.... Result: 0 (no interaction).